From a dataset of Peptide-MHC class I binding affinity with 185,985 pairs from IEDB/IMGT. Regression. Given a peptide amino acid sequence and an MHC pseudo amino acid sequence, predict their binding affinity value. This is MHC class I binding data. (1) The peptide sequence is FMYEDALKS. The MHC is HLA-A02:12 with pseudo-sequence HLA-A02:12. The binding affinity (normalized) is 0.517. (2) The peptide sequence is FESLFKCLSH. The MHC is HLA-A31:01 with pseudo-sequence HLA-A31:01. The binding affinity (normalized) is 0.408. (3) The peptide sequence is FEFTSFFY. The MHC is HLA-B45:01 with pseudo-sequence HLA-B45:01. The binding affinity (normalized) is 0.126. (4) The peptide sequence is KNAGYLVGR. The MHC is HLA-A02:03 with pseudo-sequence HLA-A02:03. The binding affinity (normalized) is 0. (5) The peptide sequence is REPRGSDI. The MHC is Mamu-A11 with pseudo-sequence Mamu-A11. The binding affinity (normalized) is 0.109.